Dataset: Full USPTO retrosynthesis dataset with 1.9M reactions from patents (1976-2016). Task: Predict the reactants needed to synthesize the given product. (1) Given the product [CH3:22][C:21]1[C:16]([N:13]2[CH2:14][CH2:15][N:10]([C:8]([C:5]3[CH:4]=[CH:3][C:2]([N:29]4[C@H:28]([CH2:30][OH:31])[CH2:27][O:26][C:25]4=[O:24])=[N:7][CH:6]=3)=[O:9])[CH2:11][CH2:12]2)=[N:17][CH:18]=[C:19]([CH3:23])[CH:20]=1, predict the reactants needed to synthesize it. The reactants are: Br[C:2]1[N:7]=[CH:6][C:5]([C:8]([N:10]2[CH2:15][CH2:14][N:13]([C:16]3[C:21]([CH3:22])=[CH:20][C:19]([CH3:23])=[CH:18][N:17]=3)[CH2:12][CH2:11]2)=[O:9])=[CH:4][CH:3]=1.[O:24]=[C:25]1[NH:29][C@H:28]([CH2:30][O:31]C(=O)C2C=CC=CC=2)[CH2:27][O:26]1. (2) The reactants are: [Cl:1][C:2]1[CH:7]=[CH:6][CH:5]=[C:4]([N+:8]([O-:10])=[O:9])[C:3]=1[CH3:11].C1C(=O)N([Br:19])C(=O)C1.C(OOC(=O)C1C=CC=CC=1)(=O)C1C=CC=CC=1. Given the product [Br:19][CH2:11][C:3]1[C:4]([N+:8]([O-:10])=[O:9])=[CH:5][CH:6]=[CH:7][C:2]=1[Cl:1], predict the reactants needed to synthesize it. (3) Given the product [CH:21]1([N:19]([CH3:20])[CH2:18][CH:17]([OH:27])[CH2:16][NH:15][C:11]([C:10]2[C:9]3[CH2:8][CH2:7][CH2:6][C:5](=[O:14])[C:4]=3[NH:3][C:2]=2[CH3:1])=[O:13])[CH2:26][CH2:25][CH2:24][CH2:23][CH2:22]1, predict the reactants needed to synthesize it. The reactants are: [CH3:1][C:2]1[NH:3][C:4]2[C:5](=[O:14])[CH2:6][CH2:7][CH2:8][C:9]=2[C:10]=1[C:11]([OH:13])=O.[NH2:15][CH2:16][CH:17]([OH:27])[CH2:18][N:19]([CH:21]1[CH2:26][CH2:25][CH2:24][CH2:23][CH2:22]1)[CH3:20]. (4) The reactants are: [Cl:1][C:2]1[N:7]=[C:6](Cl)[CH:5]=[C:4]([C:9]([O:11][CH3:12])=[O:10])[N:3]=1.[CH:13]1([CH2:19][NH2:20])[CH2:18][CH2:17][CH2:16][CH2:15][CH2:14]1.C(N(CC)CC)C.O. Given the product [Cl:1][C:2]1[N:3]=[C:4]([C:9]([O:11][CH3:12])=[O:10])[CH:5]=[C:6]([NH:20][CH2:19][CH:13]2[CH2:18][CH2:17][CH2:16][CH2:15][CH2:14]2)[N:7]=1, predict the reactants needed to synthesize it. (5) Given the product [CH2:11]([C:1]1([CH2:7][OH:8])[CH2:6][CH2:5][CH2:4][CH2:3][CH2:2]1)[CH:10]=[CH2:9], predict the reactants needed to synthesize it. The reactants are: [CH:1]1([CH:7]=[O:8])[CH2:6][CH2:5][CH2:4][CH2:3][CH2:2]1.[CH3:9][C:10](C)([O-])[CH3:11].[K+].C(Br)C=C.Cl. (6) Given the product [CH3:22][O:21][C:17]1[CH:16]=[C:15]2[C:20]([C:11]([O:10][CH2:9][CH2:8][N:6]3[CH:7]=[C:2]([C:25]4[S:24][CH:28]=[CH:27][CH:26]=4)[CH:3]=[CH:4][C:5]3=[O:23])=[CH:12][CH:13]=[N:14]2)=[CH:19][CH:18]=1, predict the reactants needed to synthesize it. The reactants are: Br[C:2]1[CH:3]=[CH:4][C:5](=[O:23])[N:6]([CH2:8][CH2:9][O:10][C:11]2[C:20]3[C:15](=[CH:16][C:17]([O:21][CH3:22])=[CH:18][CH:19]=3)[N:14]=[CH:13][CH:12]=2)[CH:7]=1.[S:24]1[CH:28]=[CH:27][CH:26]=[C:25]1B(O)O.C([O-])([O-])=O.[Na+].[Na+]. (7) Given the product [Br:1][C:2]1[CH:3]=[C:4]([N+:15]([O-:17])=[O:16])[CH:5]=[C:6]2[C:11]=1[N:10]=[CH:9][C:8]([C:12]#[N:13])=[C:7]2[NH:22][C:21]1[CH:23]=[CH:24][CH:25]=[C:19]([Cl:18])[CH:20]=1, predict the reactants needed to synthesize it. The reactants are: [Br:1][C:2]1[CH:3]=[C:4]([N+:15]([O-:17])=[O:16])[CH:5]=[C:6]2[C:11]=1[N:10]=[CH:9][C:8]([C:12]#[N:13])=[C:7]2Cl.[Cl:18][C:19]1[CH:20]=[C:21]([CH:23]=[CH:24][CH:25]=1)[NH2:22].